This data is from Forward reaction prediction with 1.9M reactions from USPTO patents (1976-2016). The task is: Predict the product of the given reaction. (1) Given the reactants [O:1]=[C:2]1[N:6]([CH2:7][C:8]2[CH:13]=[CH:12][CH:11]=[CH:10][C:9]=2[C:14]([F:17])([F:16])[F:15])[C@@H:5]([C:18]([OH:20])=O)[CH2:4][CH2:3]1.[NH2:21][CH:22]([CH2:28][C:29]1[CH:34]=[CH:33][CH:32]=[CH:31][CH:30]=1)[CH:23]([OH:27])[C:24]([NH2:26])=[O:25].O[NH-].O=[N-], predict the reaction product. The product is: [NH2:26][C:24](=[O:25])[C:23](=[O:27])[CH:22]([NH:21][C:18]([C@H:5]1[CH2:4][CH2:3][C:2](=[O:1])[N:6]1[CH2:7][C:8]1[CH:13]=[CH:12][CH:11]=[CH:10][C:9]=1[C:14]([F:15])([F:16])[F:17])=[O:20])[CH2:28][C:29]1[CH:30]=[CH:31][CH:32]=[CH:33][CH:34]=1. (2) Given the reactants CO[CH:3](OC)[C:4](=[N:7][OH:8])[C:5]#[N:6].[OH:11][CH2:12][CH2:13][NH:14][NH2:15].O.[S:17](=[O:21])(=[O:20])([OH:19])[OH:18], predict the reaction product. The product is: [S:17]([OH:21])([OH:20])(=[O:19])=[O:18].[NH2:6][C:5]1[N:14]([CH2:13][CH2:12][OH:11])[N:15]=[CH:3][C:4]=1[N:7]=[O:8]. (3) Given the reactants [I:1][C:2]1[CH:3]=[CH:4][C:5]([NH2:8])=[N:6][CH:7]=1.CCN(CC)CC.[C:16](Cl)(=[O:21])[C:17]([CH3:20])([CH3:19])[CH3:18].C([O-])(O)=O.[Na+], predict the reaction product. The product is: [I:1][C:2]1[CH:3]=[CH:4][C:5]([NH:8][C:16](=[O:21])[C:17]([CH3:20])([CH3:19])[CH3:18])=[N:6][CH:7]=1. (4) The product is: [Br:1][C:2]1[N:3]=[C:4]([CH2:7][N:9]2[CH2:14][CH2:13][O:12][CH2:11][CH2:10]2)[S:5][CH:6]=1. Given the reactants [Br:1][C:2]1[N:3]=[C:4]([CH:7]=O)[S:5][CH:6]=1.[NH:9]1[CH2:14][CH2:13][O:12][CH2:11][CH2:10]1.[BH-](OC(C)=O)(OC(C)=O)OC(C)=O.[Na+], predict the reaction product. (5) Given the reactants [C:1]([C:3]1[CH:8]=[CH:7][C:6]([NH:9][C:10]2[N:15]=[C:14]([NH:16][CH2:17][CH2:18][CH3:19])[C:13]([C:20]([NH:22][CH2:23][CH2:24][CH2:25][NH:26][C:27](=[O:33])[O:28][C:29]([CH3:32])([CH3:31])[CH3:30])=[O:21])=[CH:12][N:11]=2)=[CH:5][CH:4]=1)#[N:2].[OH2:34], predict the reaction product. The product is: [C:1]([C:3]1[CH:8]=[CH:7][C:6]([NH:9][C:10]2[N:15]=[C:14]([NH:16][CH2:17][CH2:18][CH3:19])[C:13]([C:20]([NH:22][CH2:23][CH2:24][CH2:25][NH:26][C:27](=[O:33])[O:28][C:29]([CH3:32])([CH3:31])[CH3:30])=[O:21])=[CH:12][N:11]=2)=[CH:5][CH:4]=1)(=[O:34])[NH2:2]. (6) Given the reactants [Cl:1][C:2]1[N:7]=[N:6][C:5]([NH:8][NH2:9])=[C:4]([C:10]([OH:12])=[O:11])[CH:3]=1.[C:13](O)(=O)[CH3:14], predict the reaction product. The product is: [Cl:1][C:2]1[CH:3]=[C:4]([C:10]([OH:12])=[O:11])[C:5]2[N:6]([C:13]([CH3:14])=[N:9][N:8]=2)[N:7]=1. (7) Given the reactants Cl[C:2]1[N:7]=[CH:6][C:5]2[CH:8]=[N:9][N:10]([C:11]3[N:16]=[C:15]([N:17]4[CH2:22][CH2:21][N:20]([C:23]([O:25][C:26]([CH3:29])([CH3:28])[CH3:27])=[O:24])[CH2:19][CH2:18]4)[CH:14]=[CH:13][CH:12]=3)[C:4]=2[CH:3]=1.C([Sn](CCCC)(CCCC)[C:35]1[S:39][N:38]=[C:37]([CH3:40])[CH:36]=1)CCC, predict the reaction product. The product is: [CH3:40][C:37]1[CH:36]=[C:35]([C:2]2[N:7]=[CH:6][C:5]3[CH:8]=[N:9][N:10]([C:11]4[N:16]=[C:15]([N:17]5[CH2:22][CH2:21][N:20]([C:23]([O:25][C:26]([CH3:29])([CH3:27])[CH3:28])=[O:24])[CH2:19][CH2:18]5)[CH:14]=[CH:13][CH:12]=4)[C:4]=3[CH:3]=2)[S:39][N:38]=1. (8) Given the reactants ClC1C=CN=C2C=CSC=12.[F:11][C:12]1[CH:32]=[C:31]([N+:33]([O-:35])=[O:34])[CH:30]=[CH:29][C:13]=1[O:14][C:15]1[CH:20]=[CH:19][N:18]=[C:17]2[CH:21]=[C:22](C(N(C)C)=O)[S:23][C:16]=12, predict the reaction product. The product is: [F:11][C:12]1[CH:32]=[C:31]([N+:33]([O-:35])=[O:34])[CH:30]=[CH:29][C:13]=1[O:14][C:15]1[CH:20]=[CH:19][N:18]=[C:17]2[CH:21]=[CH:22][S:23][C:16]=12.